Dataset: NCI-60 drug combinations with 297,098 pairs across 59 cell lines. Task: Regression. Given two drug SMILES strings and cell line genomic features, predict the synergy score measuring deviation from expected non-interaction effect. Cell line: CAKI-1. Synergy scores: CSS=5.75, Synergy_ZIP=-6.78, Synergy_Bliss=-3.39, Synergy_Loewe=-5.15, Synergy_HSA=-4.73. Drug 1: CCN(CC)CCCC(C)NC1=C2C=C(C=CC2=NC3=C1C=CC(=C3)Cl)OC. Drug 2: CN(C(=O)NC(C=O)C(C(C(CO)O)O)O)N=O.